Dataset: Ames mutagenicity test results for genotoxicity prediction. Task: Regression/Classification. Given a drug SMILES string, predict its toxicity properties. Task type varies by dataset: regression for continuous values (e.g., LD50, hERG inhibition percentage) or binary classification for toxic/non-toxic outcomes (e.g., AMES mutagenicity, cardiotoxicity, hepatotoxicity). Dataset: ames. The drug is O=C(/C=C/c1ccccc1)c1ccc([N+](=O)[O-])cc1. The result is 1 (mutagenic).